This data is from Reaction yield outcomes from USPTO patents with 853,638 reactions. The task is: Predict the reaction yield, written as a fraction of the theoretical maximum amount of product (1.0 means a 100% yield; for example, 0.34 means a 34% yield). (1) The reactants are [NH2:1][C:2]1[CH:18]=[CH:17][C:5]([O:6][C:7]2[CH:12]=[CH:11][N:10]=[C:9]([C:13]([NH:15][CH3:16])=[O:14])[CH:8]=2)=[CH:4][C:3]=1[F:19].ClC(Cl)(O[C:24](=[O:30])OC(Cl)(Cl)Cl)Cl.C(N(C(C)C)CC)(C)C.[NH2:41][C:42]1[CH:51]=[N:50][C:49]2[C:44](=[CH:45][CH:46]=[CH:47][CH:48]=2)[N:43]=1. The catalyst is C1COCC1.CN(C=O)C. The product is [F:19][C:3]1[CH:4]=[C:5]([CH:17]=[CH:18][C:2]=1[NH:1][C:24]([NH:41][C:42]1[CH:51]=[N:50][C:49]2[C:44](=[CH:45][CH:46]=[CH:47][CH:48]=2)[N:43]=1)=[O:30])[O:6][C:7]1[CH:12]=[CH:11][N:10]=[C:9]([C:13]([NH:15][CH3:16])=[O:14])[CH:8]=1. The yield is 0.101. (2) The reactants are [OH:1][C:2]1[CH:3]=[C:4]([CH:7]=[CH:8][CH:9]=1)[CH:5]=[O:6].C(=O)([O-])[O-].[K+].[K+].CS(O[C@@H:21]([CH3:31])[CH2:22][O:23][CH2:24][C:25]1[CH:30]=[CH:29][CH:28]=[CH:27][CH:26]=1)(=O)=O. The catalyst is CN(C)C=O. The product is [CH2:24]([O:23][CH2:22][C@H:21]([O:1][C:2]1[CH:3]=[C:4]([CH:7]=[CH:8][CH:9]=1)[CH:5]=[O:6])[CH3:31])[C:25]1[CH:30]=[CH:29][CH:28]=[CH:27][CH:26]=1. The yield is 0.780. (3) The reactants are [CH3:1][O:2][C:3]1[CH:23]=[C:22]([C:24]([F:27])([F:26])[F:25])[CH:21]=[C:20]([C:28]([F:31])([F:30])[F:29])[C:4]=1[C:5]([NH:7][C:8]1([C:14]2[CH:19]=[CH:18][CH:17]=[CH:16][CH:15]=2)[CH2:13][CH2:12][CH2:11][NH:10][CH2:9]1)=[O:6].C(O)(=O)C.[CH3:36][C:37]([CH3:39])=O.C([BH3-])#N.[Na+]. The catalyst is CO. The product is [CH:37]([N:10]1[CH2:11][CH2:12][CH2:13][C:8]([NH:7][C:5](=[O:6])[C:4]2[C:20]([C:28]([F:31])([F:29])[F:30])=[CH:21][C:22]([C:24]([F:25])([F:26])[F:27])=[CH:23][C:3]=2[O:2][CH3:1])([C:14]2[CH:15]=[CH:16][CH:17]=[CH:18][CH:19]=2)[CH2:9]1)([CH3:39])[CH3:36]. The yield is 0.850. (4) The reactants are [CH3:1][O:2][C:3]1[CH:17]=[CH:16][C:6]([CH2:7][N:8]2[CH:12]=[C:11]([C:13]([OH:15])=O)[CH:10]=[N:9]2)=[CH:5][CH:4]=1.C(Cl)(=O)C(Cl)=O.Cl.[CH3:25][NH:26][O:27][CH3:28].CCN(CC)CC. The catalyst is C(Cl)Cl.CN(C=O)C. The product is [CH3:28][O:27][N:26]([CH3:25])[C:13]([C:11]1[CH:10]=[N:9][N:8]([CH2:7][C:6]2[CH:5]=[CH:4][C:3]([O:2][CH3:1])=[CH:17][CH:16]=2)[CH:12]=1)=[O:15]. The yield is 0.980. (5) The reactants are Cl[C:2]1[CH:7]=[CH:6][CH:5]=[CH:4][C:3]=1[S:8][CH2:9][CH2:10][C:11]([OH:13])=[O:12].[Cl:14]C1C=C(S)C=CC=1.BrCCC(OCC)=O.[OH-].[K+]. The catalyst is C(O)C. The product is [Cl:14][C:7]1[CH:2]=[C:3]([S:8][CH2:9][CH2:10][C:11]([OH:13])=[O:12])[CH:4]=[CH:5][CH:6]=1. The yield is 0.880. (6) The reactants are [C:1]([O:10]C)(=O)[C:2]1[C:3](=[CH:5][CH:6]=[CH:7][CH:8]=1)[SH:4].[CH3:12][O:13][C:14]1[CH:19]=[CH:18][N:17]=[C:16]([C:20]#[N:21])[CH:15]=1.C(N(CC)CC)C. The catalyst is C1(C)C=CC=CC=1. The product is [CH3:12][O:13][C:14]1[CH:19]=[CH:18][N:17]=[C:16]([C:20]2[S:4][C:3]3[CH:5]=[CH:6][CH:7]=[CH:8][C:2]=3[C:1](=[O:10])[N:21]=2)[CH:15]=1. The yield is 0.810. (7) The yield is 0.520. The reactants are [C:1]([N:5]1[C:9]([NH2:10])=[CH:8][C:7]([CH:11]2[CH2:14][CH2:13][CH2:12]2)=[N:6]1)([CH3:4])([CH3:3])[CH3:2].[C:15](OC)(=[O:20])[CH2:16][C:17]([CH3:19])=O. The catalyst is C(O)(=O)C. The product is [C:1]([N:5]1[C:9]2[NH:10][C:15](=[O:20])[CH:16]=[C:17]([CH3:19])[C:8]=2[C:7]([CH:11]2[CH2:14][CH2:13][CH2:12]2)=[N:6]1)([CH3:4])([CH3:2])[CH3:3]. (8) The reactants are [Cl:1][C:2]1[N:7]=[C:6](Cl)[C:5]([F:9])=[CH:4][N:3]=1.C(N(C(C)C)C(C)C)C.[CH3:19][NH:20][CH2:21][C:22]1[CH:27]=[CH:26][CH:25]=[CH:24][CH:23]=1. The product is [CH2:21]([N:20]([CH3:19])[C:6]1[C:5]([F:9])=[CH:4][N:3]=[C:2]([Cl:1])[N:7]=1)[C:22]1[CH:27]=[CH:26][CH:25]=[CH:24][CH:23]=1. The yield is 0.760. The catalyst is O1CCOCC1.CCOC(C)=O. (9) The catalyst is C(Cl)Cl.CO.CN(C=O)C.[Li+].[OH-]. The product is [CH3:1][O:2][C:3]([NH:5][C@@H:6]([C@@H:7]([CH3:8])[CH2:9][CH3:10])[C:11]([N:13]1[C@@H:17]([CH3:18])[CH2:16][CH2:15][C@H:14]1[C:19]1[NH:20][C:21]([C:24]2[CH:29]=[C:28]3[CH2:30][O:31][C:32]4[CH:59]=[C:58]5[C:35]([CH:36]=[CH:37][C:38]6[N:42]=[C:41]([C@@H:43]7[CH2:47][C@H:46]([CH2:48][O:49][CH3:50])[CH2:45][N:44]7[C:67](=[O:68])[C@@H:66]([NH:65][C:63](=[O:64])[O:62][CH3:61])[CH:70]([CH3:72])[CH3:71])[NH:40][C:39]=65)=[CH:34][C:33]=4[C:27]3=[CH:26][CH:25]=2)=[CH:22][N:23]=1)=[O:12])=[O:4]. The yield is 0.380. The reactants are [CH3:1][O:2][C:3]([NH:5][C@H:6]([C:11]([N:13]1[C@@H:17]([CH3:18])[CH2:16][CH2:15][C@H:14]1[C:19]1[NH:20][C:21]([C:24]2[CH:29]=[C:28]3[CH2:30][O:31][C:32]4[CH:59]=[C:58]5[C:35]([CH:36]=[CH:37][C:38]6[N:42]=[C:41]([C@@H:43]7[CH2:47][C@H:46]([CH2:48][O:49][CH3:50])[CH2:45][N:44]7C(OC(C)(C)C)=O)[NH:40][C:39]=65)=[CH:34][C:33]=4[C:27]3=[CH:26][CH:25]=2)=[CH:22][N:23]=1)=[O:12])[C@H:7]([CH2:9][CH3:10])[CH3:8])=[O:4].Cl.[CH3:61][O:62][C:63]([NH:65][C@@H:66]([CH:70]([CH3:72])[CH3:71])[C:67](O)=[O:68])=[O:64].CN(C(ON1N=NC2C=CC=NC1=2)=[N+](C)C)C.F[P-](F)(F)(F)(F)F.CCN(C(C)C)C(C)C. (10) The reactants are [CH:1]([O:4][P:5]([CH2:11]Br)(=[O:10])[O:6][CH:7]([CH3:9])[CH3:8])([CH3:3])[CH3:2].[OH:13][CH2:14][C:15]([CH2:38][CH3:39])=[CH:16][CH2:17][C:18]1[C:26]([O:27][CH2:28][CH2:29][Si:30]([CH3:33])([CH3:32])[CH3:31])=[C:25]2[C:21]([CH2:22][O:23][C:24]2=[O:34])=[C:20]([CH3:35])[C:19]=1[O:36][CH3:37].CC(C)([O-])C.[Li+].[Cl-].[Li+]. The catalyst is CN(C=O)C. The product is [CH:1]([O:4][P:5]([CH2:11][O:13][CH2:14][C:15]([CH2:38][CH3:39])=[CH:16][CH2:17][C:18]1[C:26]([O:27][CH2:28][CH2:29][Si:30]([CH3:32])([CH3:33])[CH3:31])=[C:25]2[C:21](=[C:20]([CH3:35])[C:19]=1[O:36][CH3:37])[CH2:22][O:23][C:24]2=[O:34])(=[O:10])[O:6][CH:7]([CH3:9])[CH3:8])([CH3:3])[CH3:2]. The yield is 0.350.